From a dataset of Full USPTO retrosynthesis dataset with 1.9M reactions from patents (1976-2016). Predict the reactants needed to synthesize the given product. (1) Given the product [Cl:1][C:2]1[CH:3]=[CH:4][C:5]([C:6]([NH:8][C:9]2[CH:10]=[CH:11][C:12]([S:15]([N:18]3[CH2:23][C:22](=[O:24])[N:21]([CH2:25][CH2:26][CH2:27][CH2:28][CH2:29][CH2:30][CH2:31][CH3:32])[CH2:20][CH:19]3[C:33]([OH:35])=[O:34])(=[O:17])=[O:16])=[CH:13][CH:14]=2)=[O:7])=[CH:37][CH:38]=1, predict the reactants needed to synthesize it. The reactants are: [Cl:1][C:2]1[CH:38]=[CH:37][C:5]([C:6]([NH:8][C:9]2[CH:14]=[CH:13][C:12]([S:15]([N:18]3[CH2:23][C:22](=[O:24])[N:21]([CH2:25][CH2:26][CH2:27][CH2:28][CH2:29][CH2:30][CH2:31][CH3:32])[CH2:20][CH:19]3[C:33]([O:35]C)=[O:34])(=[O:17])=[O:16])=[CH:11][CH:10]=2)=[O:7])=[CH:4][CH:3]=1.[OH-].[Na+].O.Cl. (2) Given the product [C:3]([O:7][C:8]([N:10]1[CH2:15][CH2:14][CH:13]([CH2:16][CH2:17][O:18][C:24]2[CH:25]=[C:20]([Cl:19])[N:21]=[C:22]([S:27][CH3:28])[N:23]=2)[CH2:12][CH2:11]1)=[O:9])([CH3:6])([CH3:5])[CH3:4], predict the reactants needed to synthesize it. The reactants are: [H-].[Na+].[C:3]([O:7][C:8]([N:10]1[CH2:15][CH2:14][CH:13]([CH2:16][CH2:17][OH:18])[CH2:12][CH2:11]1)=[O:9])([CH3:6])([CH3:5])[CH3:4].[Cl:19][C:20]1[CH:25]=[C:24](Cl)[N:23]=[C:22]([S:27][CH3:28])[N:21]=1. (3) Given the product [F:32][C:25]1[CH:24]=[CH:23][C:22]([CH2:21][N:8]2[C:9]3[C:5](=[CH:4][C:3]([O:2][CH3:1])=[CH:11][CH:10]=3)[CH:6]=[C:7]2[C:12]2[CH:13]=[CH:14][CH:15]=[CH:16][CH:17]=2)=[CH:31][C:26]=1[C:27]([O:29][CH3:30])=[O:28], predict the reactants needed to synthesize it. The reactants are: [CH3:1][O:2][C:3]1[CH:4]=[C:5]2[C:9](=[CH:10][CH:11]=1)[NH:8][C:7]([C:12]1[CH:17]=[CH:16][CH:15]=[CH:14][CH:13]=1)=[CH:6]2.[H-].[Na+].Br[CH2:21][C:22]1[CH:23]=[CH:24][C:25]([F:32])=[C:26]([CH:31]=1)[C:27]([O:29][CH3:30])=[O:28].[Cl-].[NH4+]. (4) Given the product [CH3:17][O:16][C:9]1[CH:8]=[C:7]2[C:12](=[CH:11][C:10]=1[N+:13]([O-:15])=[O:14])[NH:4][CH2:5][CH2:6]2, predict the reactants needed to synthesize it. The reactants are: C([N:4]1[C:12]2[C:7](=[CH:8][C:9]([O:16][CH3:17])=[C:10]([N+:13]([O-:15])=[O:14])[CH:11]=2)[CH2:6][CH2:5]1)(=O)C.Cl.[OH-].[Na+]. (5) The reactants are: [CH3:1][C:2]1([CH3:28])[S:7][CH2:6][CH2:5][N:4]([S:8]([C:11]2[CH:16]=[CH:15][C:14]([O:17][CH2:18][C:19]#[CH:20])=[CH:13][CH:12]=2)(=[O:10])=[O:9])[C@H:3]1[C:21]([O:23]C(C)(C)C)=[O:22].Cl. Given the product [CH3:1][C:2]1([CH3:28])[S:7][CH2:6][CH2:5][N:4]([S:8]([C:11]2[CH:12]=[CH:13][C:14]([O:17][CH2:18][C:19]#[CH:20])=[CH:15][CH:16]=2)(=[O:9])=[O:10])[C@H:3]1[C:21]([OH:23])=[O:22], predict the reactants needed to synthesize it. (6) Given the product [CH3:23][C:24]1[O:25][C:26]([CH:29]2[CH2:34][CH2:33][N:32]([C:20](=[O:22])[CH2:19][CH2:18][C:9]3[CH:10]=[CH:11][C:12]([C:14]([F:15])([F:16])[F:17])=[CH:13][C:8]=3[CH2:7][N:5]3[N:4]=[N:3][C:2]([CH3:1])=[N:6]3)[CH2:31][CH2:30]2)=[N:27][N:28]=1, predict the reactants needed to synthesize it. The reactants are: [CH3:1][C:2]1[N:3]=[N:4][N:5]([CH2:7][C:8]2[CH:13]=[C:12]([C:14]([F:17])([F:16])[F:15])[CH:11]=[CH:10][C:9]=2[CH2:18][CH2:19][C:20]([OH:22])=O)[N:6]=1.[CH3:23][C:24]1[O:25][C:26]([CH:29]2[CH2:34][CH2:33][NH:32][CH2:31][CH2:30]2)=[N:27][N:28]=1. (7) Given the product [CH2:2]([O:9][NH:10][CH2:20][CH2:19][C:18]([O:22][C:23]([CH3:26])([CH3:25])[CH3:24])=[O:21])[C:3]1[CH:8]=[CH:7][CH:6]=[CH:5][CH:4]=1, predict the reactants needed to synthesize it. The reactants are: Cl.[CH2:2]([O:9][NH2:10])[C:3]1[CH:8]=[CH:7][CH:6]=[CH:5][CH:4]=1.CCN(CC)CC.[C:18]([O:22][C:23]([CH3:26])([CH3:25])[CH3:24])(=[O:21])[CH:19]=[CH2:20]. (8) Given the product [CH3:1][C:2]1[C:10]([CH3:11])=[CH:9][CH:8]=[CH:7][C:3]=1[C:4]([NH:26][CH2:25][C:16]1([C:19]2[CH:24]=[CH:23][CH:22]=[CH:21][CH:20]=2)[CH2:15][CH2:14][N:13]([CH3:12])[CH2:18][CH2:17]1)=[O:6], predict the reactants needed to synthesize it. The reactants are: [CH3:1][C:2]1[C:10]([CH3:11])=[CH:9][CH:8]=[CH:7][C:3]=1[C:4]([OH:6])=O.[CH3:12][N:13]1[CH2:18][CH2:17][C:16]([CH2:25][NH2:26])([C:19]2[CH:24]=[CH:23][CH:22]=[CH:21][CH:20]=2)[CH2:15][CH2:14]1. (9) Given the product [NH:3]1[C:4]2[CH:9]=[CH:8][CH:7]=[CH:6][C:5]=2[N:1]=[C:2]1[C:10]1[C:11]([NH:15][CH2:21][CH2:20][C:19]#[N:22])=[N:12][O:13][N:14]=1, predict the reactants needed to synthesize it. The reactants are: [NH:1]1[C:5]2[CH:6]=[CH:7][CH:8]=[CH:9][C:4]=2[N:3]=[C:2]1[C:10]1[C:11]([NH2:15])=[N:12][O:13][N:14]=1.C[O-].[Na+].[C:19](#[N:22])[CH:20]=[CH2:21].